From a dataset of Forward reaction prediction with 1.9M reactions from USPTO patents (1976-2016). Predict the product of the given reaction. (1) Given the reactants C([O:8][C:9]1[C:14]([Cl:15])=[CH:13][C:12]([C:16]([N:18]2[CH2:24][CH2:23][CH2:22][CH2:21][C:20]3[CH:25]=[CH:26][CH:27]=[CH:28][C:19]2=3)=[O:17])=[CH:11][C:10]=1[Cl:29])C1C=CC=CC=1, predict the reaction product. The product is: [Cl:29][C:10]1[CH:11]=[C:12]([C:16]([N:18]2[CH2:24][CH2:23][CH2:22][CH2:21][C:20]3[CH:25]=[CH:26][CH:27]=[CH:28][C:19]2=3)=[O:17])[CH:13]=[C:14]([Cl:15])[C:9]=1[OH:8]. (2) Given the reactants [CH:1]1([C:7]([CH:9]([C:13]2[CH:18]=[CH:17][CH:16]=[CH:15][CH:14]=2)[CH2:10][CH:11]=O)=[O:8])[CH2:6][CH2:5][CH2:4][CH2:3][CH2:2]1.[N:19]1[CH:24]=[CH:23][CH:22]=[CH:21][C:20]=1[N:25]1[CH2:30][CH2:29][NH:28][CH2:27][CH2:26]1.[Na], predict the reaction product. The product is: [N:19]1[CH:24]=[CH:23][CH:22]=[CH:21][C:20]=1[N:25]1[CH2:26][CH2:27][N:28]([CH2:11][CH2:10][CH:9]([C:7]([CH:1]2[CH2:6][CH2:5][CH2:4][CH2:3][CH2:2]2)=[O:8])[C:13]2[CH:18]=[CH:17][CH:16]=[CH:15][CH:14]=2)[CH2:29][CH2:30]1. (3) Given the reactants C([N:8]1[CH2:12][CH2:11][C@@H:10]([NH2:13])[CH2:9]1)C1C=CC=CC=1.[O:14]1[CH2:19][CH2:18][C:17](=O)[CH2:16][CH2:15]1.C(O)(=O)C.C(O[BH-](OC(=O)C)OC(=O)C)(=O)C.[Na+].[CH3:39][C:40]([O:43][C:44](O[C:44]([O:43][C:40]([CH3:42])([CH3:41])[CH3:39])=[O:45])=[O:45])([CH3:42])[CH3:41].C1CCCCC=1, predict the reaction product. The product is: [C:40]([O:43][C:44](=[O:45])[N:13]([C@@H:10]1[CH2:11][CH2:12][NH:8][CH2:9]1)[CH:17]1[CH2:18][CH2:19][O:14][CH2:15][CH2:16]1)([CH3:42])([CH3:41])[CH3:39]. (4) Given the reactants [NH2:1][C@H:2]([CH2:5][CH:6]([CH3:8])[CH3:7])[CH2:3][OH:4].[F:9][C:10]([F:17])([F:16])[C:11](OCC)=[O:12], predict the reaction product. The product is: [F:9][C:10]([F:17])([F:16])[C:11]([NH:1][C@H:2]([CH2:5][CH:6]([CH3:8])[CH3:7])[CH2:3][OH:4])=[O:12]. (5) Given the reactants [N:1]1([CH2:6][CH2:7][N:8]2[C:17]3[C:12](=[CH:13][CH:14]=[CH:15][CH:16]=3)[CH2:11][CH2:10][C:9]2=O)[CH2:5][CH2:4][CH2:3][CH2:2]1.[H-].[H-].[H-].[H-].[Li+].[Al+3].[OH-].[Na+].[O-]S([O-])(=O)=O.[Na+].[Na+], predict the reaction product. The product is: [N:1]1([CH2:6][CH2:7][N:8]2[C:17]3[C:12](=[CH:13][CH:14]=[CH:15][CH:16]=3)[CH2:11][CH2:10][CH2:9]2)[CH2:2][CH2:3][CH2:4][CH2:5]1. (6) Given the reactants CCCCCCOC(/[N:10]=[C:11](\N)/[C:12]1[CH:13]=[CH:14][C:15]([NH:18][CH2:19][C:20]2[N:28]([CH3:29])[C:27]3[CH:26]=[CH:25][C:24]([C:30]([N:32]([C:40]4[CH:41]=[CH:42][CH:43]=[CH:44][N:45]=4)[CH2:33][CH2:34][C:35]([O:37][CH2:38][CH3:39])=[O:36])=[O:31])=[CH:23][C:22]=3[N:21]=2)=[CH:16][CH:17]=1)=O.NC1C=C(C=CC=1NC)C(N(C1C=CC=CN=1)CCC(OCC)=O)=O.C(C1C=CC(NCC(O)=O)=CC=1)#N, predict the reaction product. The product is: [C:11]([C:12]1[CH:17]=[CH:16][C:15]([NH:18][CH2:19][C:20]2[N:28]([CH3:29])[C:27]3[CH:26]=[CH:25][C:24]([C:30]([N:32]([C:40]4[CH:41]=[CH:42][CH:43]=[CH:44][N:45]=4)[CH2:33][CH2:34][C:35]([O:37][CH2:38][CH3:39])=[O:36])=[O:31])=[CH:23][C:22]=3[N:21]=2)=[CH:14][CH:13]=1)#[N:10]. (7) Given the reactants [Cl:1][C:2]1[C:3]([N:19]([CH3:24])[CH2:20][CH:21]([CH3:23])[CH3:22])=[N:4][C:5]2[CH2:6][CH2:7][N:8](C(OC(C)(C)C)=O)[CH2:9][C:10]=2[CH:11]=1.C(OCC)(=O)C.Cl.[OH-].[Na+], predict the reaction product. The product is: [ClH:1].[Cl:1][C:2]1[C:3]([N:19]([CH2:20][CH:21]([CH3:23])[CH3:22])[CH3:24])=[N:4][C:5]2[CH2:6][CH2:7][NH:8][CH2:9][C:10]=2[CH:11]=1. (8) Given the reactants [Cl:1][C:2]1[CH:7]=[CH:6][C:5]([C@H:8]([NH:11]C(=O)OC(C)(C)C)[CH2:9][CH3:10])=[C:4]([F:19])[C:3]=1[C:20]([C:22]1[CH:23]=[N:24][C:25]([O:28]C)=[CH:26][CH:27]=1)=[O:21], predict the reaction product. The product is: [NH2:11][C@@H:8]([C:5]1[C:4]([F:19])=[C:3]([C:20]([C:22]2[CH:27]=[CH:26][C:25](=[O:28])[NH:24][CH:23]=2)=[O:21])[C:2]([Cl:1])=[CH:7][CH:6]=1)[CH2:9][CH3:10].